From a dataset of Reaction yield outcomes from USPTO patents with 853,638 reactions. Predict the reaction yield, written as a fraction of the theoretical maximum amount of product (1.0 means a 100% yield; for example, 0.34 means a 34% yield). The reactants are Cl[C:2]1[CH:7]=[CH:6][N:5]=[C:4]2[CH:8]=[C:9]([C:11]([N:13]3[CH2:17][CH2:16][C@@H:15]([O:18][CH3:19])[CH2:14]3)=[O:12])[S:10][C:3]=12.[CH3:20][NH:21][C:22]([C:24]1[C:25]2[CH:33]=[CH:32][C:31]([OH:34])=[CH:30][C:26]=2[O:27][C:28]=1[CH3:29])=[O:23].C([O-])([O-])=O.[Cs+].[Cs+]. No catalyst specified. The product is [CH3:20][NH:21][C:22]([C:24]1[C:25]2[CH:33]=[CH:32][C:31]([O:34][C:2]3[CH:7]=[CH:6][N:5]=[C:4]4[CH:8]=[C:9]([C:11]([N:13]5[CH2:17][CH2:16][CH:15]([O:18][CH3:19])[CH2:14]5)=[O:12])[S:10][C:3]=34)=[CH:30][C:26]=2[O:27][C:28]=1[CH3:29])=[O:23]. The yield is 0.590.